From a dataset of Full USPTO retrosynthesis dataset with 1.9M reactions from patents (1976-2016). Predict the reactants needed to synthesize the given product. (1) Given the product [CH3:1][C:2]1[CH:7]=[C:6]([CH3:8])[CH:5]=[CH:4][C:3]=1[N:9]([CH2:20][CH:21]([CH3:23])[CH3:22])[S:10]([C:13]1[CH:18]=[CH:17][CH:16]=[C:15]([O:19][CH2:31][CH2:30][N:27]2[CH2:28][CH2:29][O:24][CH2:25][CH2:26]2)[CH:14]=1)(=[O:11])=[O:12], predict the reactants needed to synthesize it. The reactants are: [CH3:1][C:2]1[CH:7]=[C:6]([CH3:8])[CH:5]=[CH:4][C:3]=1[N:9]([CH2:20][CH:21]([CH3:23])[CH3:22])[S:10]([C:13]1[CH:18]=[CH:17][CH:16]=[C:15]([OH:19])[CH:14]=1)(=[O:12])=[O:11].[O:24]1[CH2:29][CH2:28][N:27]([CH2:30][CH2:31]O)[CH2:26][CH2:25]1.FC(F)(C(F)(F)C(F)(F)C(F)(F)C(F)(F)C(F)(F)C(F)(F)C(F)(F)F)CCC1C=CC(P(C2C=CC=CC=2)C2C=CC=CC=2)=CC=1.N(C(OC(C)C)=O)=NC(OC(C)C)=O. (2) Given the product [C:16]([O:15][C:11](=[O:14])[CH:12]=[CH:13][C:2]1[N:3]=[C:4]([C:7]([CH3:10])([CH3:9])[CH3:8])[NH:5][CH:6]=1)([CH3:19])([CH3:18])[CH3:17], predict the reactants needed to synthesize it. The reactants are: I[C:2]1[N:3]=[C:4]([C:7]([CH3:10])([CH3:9])[CH3:8])[NH:5][CH:6]=1.[C:11]([O:15][C:16]([CH3:19])([CH3:18])[CH3:17])(=[O:14])[CH:12]=[CH2:13].C1(P(C2C=CC=CC=2)C2C=CC=CC=2)C=CC=CC=1.C(=O)([O-])[O-].[K+].[K+]. (3) Given the product [N:1]([CH2:4][CH:5]1[NH:10][C:9]2[C:11]([C:22]3[CH:23]=[CH:24][C:19]([O:18][CH3:17])=[CH:20][CH:21]=3)=[CH:12][C:13]([F:15])=[CH:14][C:8]=2[O:7][CH2:6]1)=[N+:2]=[N-:3], predict the reactants needed to synthesize it. The reactants are: [N:1]([CH2:4][CH:5]1[NH:10][C:9]2[C:11](Br)=[CH:12][C:13]([F:15])=[CH:14][C:8]=2[O:7][CH2:6]1)=[N+:2]=[N-:3].[CH3:17][O:18][C:19]1[CH:24]=[CH:23][C:22](B(O)O)=[CH:21][CH:20]=1. (4) Given the product [CH:1]1([N:7]([CH:18]2[CH2:23][CH2:22][CH2:21][CH2:20][CH2:19]2)[C:8]([NH:10][C:11]2[S:12][C:13]([CH2:16][N:28]3[CH2:33][CH2:32][S:31][CH2:30][CH2:29]3)=[CH:14][N:15]=2)=[O:9])[CH2:6][CH2:5][CH2:4][CH2:3][CH2:2]1, predict the reactants needed to synthesize it. The reactants are: [CH:1]1([N:7]([CH:18]2[CH2:23][CH2:22][CH2:21][CH2:20][CH2:19]2)[C:8]([NH:10][C:11]2[S:12][C:13]([CH:16]=O)=[CH:14][N:15]=2)=[O:9])[CH2:6][CH2:5][CH2:4][CH2:3][CH2:2]1.C(O)(=O)C.[NH:28]1[CH2:33][CH2:32][S:31][CH2:30][CH2:29]1.C(O[BH-](OC(=O)C)OC(=O)C)(=O)C.[Na+]. (5) The reactants are: [Cl:1][C:2]1[C:3]([NH:9][C:10]2[CH:15]=[C:14]([I:16])[CH:13]=[CH:12][C:11]=2[O:17][CH:18]2[CH2:23][CH2:22][O:21][CH2:20][CH2:19]2)=[N:4][C:5]([NH2:8])=[N:6][CH:7]=1.[H-].[Na+].[CH3:26]I. Given the product [Cl:1][C:2]1[C:3]([N:9]([C:10]2[CH:15]=[C:14]([I:16])[CH:13]=[CH:12][C:11]=2[O:17][CH:18]2[CH2:23][CH2:22][O:21][CH2:20][CH2:19]2)[CH3:26])=[N:4][C:5]([NH2:8])=[N:6][CH:7]=1, predict the reactants needed to synthesize it. (6) Given the product [CH2:35]([O:42][C:43]1[N:44]=[N:45][C:46]([C:57]#[C:58][C:61]2[C:62]([F:66])=[CH:63][CH:64]=[CH:65][C:60]=2[Cl:59])=[CH:47][C:48]=1[O:49][CH2:50][C:51]1[CH:56]=[CH:55][CH:54]=[CH:53][CH:52]=1)[C:36]1[CH:37]=[CH:38][CH:39]=[CH:40][CH:41]=1, predict the reactants needed to synthesize it. The reactants are: C(OC1N=NC(C#CC2C=CC(C(F)(F)F)=CN=2)=CC=1OCC1C=CC=CC=1)C1C=CC=CC=1.[CH2:35]([O:42][C:43]1[N:44]=[N:45][C:46]([C:57]#[CH:58])=[CH:47][C:48]=1[O:49][CH2:50][C:51]1[CH:56]=[CH:55][CH:54]=[CH:53][CH:52]=1)[C:36]1[CH:41]=[CH:40][CH:39]=[CH:38][CH:37]=1.[Cl:59][C:60]1[CH:65]=[CH:64][CH:63]=[C:62]([F:66])[C:61]=1I.